This data is from Experimentally validated miRNA-target interactions with 360,000+ pairs, plus equal number of negative samples. The task is: Binary Classification. Given a miRNA mature sequence and a target amino acid sequence, predict their likelihood of interaction. (1) The miRNA is hsa-miR-378a-3p with sequence ACUGGACUUGGAGUCAGAAGGC. The protein sequence of the target gene is MARRRSQRVCASGPSMLNSARGAPELLRGTATNAEVSAAAAGATGSEELPPGDRGCRNGGGRGPAATTSSTGVAVGAEHGEDSLSRKPDPEPGRMDHHQPGTGRYQVLLNEEDNSESSAIEQPPTSNPAPQIVQAASSAPALETDSSPPPYSSITVEVPTTSDTEVYGEFYPVPPPYSVATSLPTYDEAEKAKAAAMAAAAAETSQRIQEEECPPRDDFSDADQLRVGNDGIFMLAFFMAFIFNWLGFCLSFCITNTIAGRYGAICGFGLSLIKWILIVRFSDYFTGYFNGQYWLWWIFL.... Result: 1 (interaction). (2) Result: 0 (no interaction). The protein sequence of the target gene is MLTCNKAGSRMVVDAANSNGPFQPVVLLHIRDVPPADQEKLFIQKLRQCCVLFDFVSDPLSDLKWKEVKRAALSEMVEYITHNRNVITEPIYPEVVHMFAVNMFRTLPPSSNPTGAEFDPEEDEPTLEAAWPHLQLVYEFFLRFLESPDFQPNIAKKYIDQKFVLQLLELFDSEDPRERDFLKTTLHRIYGKFLGLRAYIRKQINNIFYRFIYETEHHNGIAELLEILGSIINGFALPLKEEHKIFLLKVLLPLHKVKSLSVYHPQLAYCVVQFLEKDSTLTEPVVMALLKYWPKTHSPK.... The miRNA is rno-miR-128-3p with sequence UCACAGUGAACCGGUCUCUUU.